Dataset: Full USPTO retrosynthesis dataset with 1.9M reactions from patents (1976-2016). Task: Predict the reactants needed to synthesize the given product. The reactants are: [O:1]1[C:5]2[CH:6]=[CH:7][C:8]([C:10]3[CH:18]=[CH:17][C:13]([C:14]([NH2:16])=[O:15])=[C:12]([F:19])[CH:11]=3)=[CH:9][C:4]=2[CH:3]=[CH:2]1.[Li]CCCC.[B:25]([O-])([O-:27])[O-:26]. Given the product [C:14]([C:13]1[CH:17]=[CH:18][C:10]([C:8]2[CH:7]=[CH:6][C:5]3[O:1][C:2]([B:25]([OH:27])[OH:26])=[CH:3][C:4]=3[CH:9]=2)=[CH:11][C:12]=1[F:19])(=[O:15])[NH2:16], predict the reactants needed to synthesize it.